This data is from Full USPTO retrosynthesis dataset with 1.9M reactions from patents (1976-2016). The task is: Predict the reactants needed to synthesize the given product. (1) Given the product [CH3:1][S:2][C:3]1[N:4]=[C:5]([C:22]2[CH:27]=[CH:26][CH:25]=[CH:24][CH:23]=2)[C:6]2[C:11]([C:12]#[N:13])=[CH:10][NH:9][C:7]=2[N:8]=1, predict the reactants needed to synthesize it. The reactants are: [CH3:1][S:2][C:3]1[N:4]=[C:5]([C:22]2[CH:27]=[CH:26][CH:25]=[CH:24][CH:23]=2)[C:6]2[C:11]([C:12]#[N:13])=[CH:10][N:9](COCC[Si](C)(C)C)[C:7]=2[N:8]=1.C(N)CN.[F-].C([N+](CCCC)(CCCC)CCCC)CCC. (2) Given the product [Cl:9][C:10]1[CH:18]=[C:17]([Cl:19])[CH:16]=[CH:15][C:11]=1[C:12]([NH:4][C:3]1[CH:5]=[CH:6][CH:7]=[CH:8][C:2]=1[Cl:1])=[O:13], predict the reactants needed to synthesize it. The reactants are: [Cl:1][C:2]1[CH:8]=[CH:7][CH:6]=[CH:5][C:3]=1[NH2:4].[Cl:9][C:10]1[CH:18]=[C:17]([Cl:19])[CH:16]=[CH:15][C:11]=1[C:12](Cl)=[O:13].C(N(CC)CC)C.Cl.